Dataset: Full USPTO retrosynthesis dataset with 1.9M reactions from patents (1976-2016). Task: Predict the reactants needed to synthesize the given product. (1) The reactants are: C(OC([N:8]1[CH2:14][CH2:13][CH2:12][N:11]([CH:15]2[CH2:18][CH2:17][CH2:16]2)[CH2:10][CH2:9]1)=O)(C)(C)C.[ClH:19]. Given the product [ClH:19].[ClH:19].[CH:15]1([N:11]2[CH2:12][CH2:13][CH2:14][NH:8][CH2:9][CH2:10]2)[CH2:18][CH2:17][CH2:16]1, predict the reactants needed to synthesize it. (2) The reactants are: [CH3:1][O:2][C:3]1[CH:8]=[C:7]([O:9][CH3:10])[N:6]=[C:5]([N:11]2[C:20](=[O:21])[C:19]3[C:14](=[CH:15][C:16]([C:22]([OH:24])=O)=[CH:17][CH:18]=3)[NH:13][C:12]2=[S:25])[N:4]=1.Cl.[CH3:27][S:28]([C:31]1[CH:38]=[CH:37][C:34]([CH2:35][NH2:36])=[CH:33][CH:32]=1)(=[O:30])=[O:29].CCN(C(C)C)C(C)C.CN(C(ON1N=NC2C=CC=NC1=2)=[N+](C)C)C.F[P-](F)(F)(F)(F)F. Given the product [CH3:10][O:9][C:7]1[CH:8]=[C:3]([O:2][CH3:1])[N:4]=[C:5]([N:11]2[C:20](=[O:21])[C:19]3[C:14](=[CH:15][C:16]([C:22]([NH:36][CH2:35][C:34]4[CH:33]=[CH:32][C:31]([S:28]([CH3:27])(=[O:30])=[O:29])=[CH:38][CH:37]=4)=[O:24])=[CH:17][CH:18]=3)[NH:13][C:12]2=[S:25])[N:6]=1, predict the reactants needed to synthesize it. (3) Given the product [Cl:1][C:2]1[C:3]([F:45])=[C:4]([C@H:8]2[C@H:9]3[N:10]([C@H:51]([CH2:50][CH2:49][CH2:48][CH2:47][OH:46])[N:30]([C:31]4[CH:39]=[CH:38][C:34]([C:35]([OH:37])=[O:36])=[CH:33][C:32]=4[O:40][CH3:41])[C:28]3=[O:29])[C@@H:11]([CH2:23][C:24]([CH3:27])([CH3:25])[CH3:26])[C@@:12]2([C:15]2[CH:20]=[CH:19][C:18]([Cl:21])=[CH:17][C:16]=2[F:22])[C:13]#[N:14])[CH:5]=[CH:6][CH:7]=1, predict the reactants needed to synthesize it. The reactants are: [Cl:1][C:2]1[C:3]([F:45])=[C:4]([C@@H:8]2[C@:12]([C:15]3[CH:20]=[CH:19][C:18]([Cl:21])=[CH:17][C:16]=3[F:22])([C:13]#[N:14])[C@H:11]([CH2:23][C:24]([CH3:27])([CH3:26])[CH3:25])[NH:10][C@H:9]2[C:28]([NH:30][C:31]2[CH:39]=[CH:38][C:34]([C:35]([OH:37])=[O:36])=[CH:33][C:32]=2[O:40][C:41](F)(F)F)=[O:29])[CH:5]=[CH:6][CH:7]=1.[OH:46][CH2:47][CH2:48][CH2:49][CH2:50][CH:51]=O.C(O[BH-](OC(=O)C)OC(=O)C)(=O)C.[Na+].